From a dataset of Peptide-MHC class I binding affinity with 185,985 pairs from IEDB/IMGT. Regression. Given a peptide amino acid sequence and an MHC pseudo amino acid sequence, predict their binding affinity value. This is MHC class I binding data. (1) The peptide sequence is RRIYDLIEL. The MHC is HLA-B40:01 with pseudo-sequence HLA-B40:01. The binding affinity (normalized) is 0.000287. (2) The peptide sequence is EVDEGSDMM. The MHC is HLA-A30:01 with pseudo-sequence HLA-A30:01. The binding affinity (normalized) is 0.0847.